Dataset: TCR-epitope binding with 47,182 pairs between 192 epitopes and 23,139 TCRs. Task: Binary Classification. Given a T-cell receptor sequence (or CDR3 region) and an epitope sequence, predict whether binding occurs between them. The TCR CDR3 sequence is CASSFVGGGTGAGELFF. Result: 0 (the TCR does not bind to the epitope). The epitope is ELAGIGILTV.